This data is from B-cell epitopes from IEDB database with 3,159 antigens for binding position prediction. The task is: Token-level Classification. Given an antigen amino acid sequence, predict which amino acid positions are active epitope sites capable of antibody binding. Output is a list of indices for active positions. (1) Given the antigen sequence: MGARASVLSGGKLDRWGKIRLRPGGKKKYRLKHLVCASRELERFAVNPGLLETSEGCRQILGQLQPSLQTGSEELKSLYNTIATLYCVHQGIEVRDTKEALDKIEEEQNKSKKKAQQEAAGQGNSSQASQNYPIVQNLQGQMVHQPISPRTLNAWVKVVEEKAFSPEVIPMFAALSEGATPQDLNTMLNTVGGHQAAMQMLKETINEEAAEWDRMHPVHAGPIAPGQMREPRGSDIAGTTSTLQEQIGWMTNNPPIPVGEIYKKWIIMGLNKIVRMYSPTSILDIRQGPKEPFRDYVDRFYRTLRAEQASQEVKNWMTETLLVQNANPDCKTILKALGPAATLEEMMTACQGVGGPGHKARVL, which amino acid positions are active epitope sites? The epitope positions are: [33, 34, 35, 36, 37, 38, 39, 40, 41, 42, 43, 44, 45, 46, 47, 48, 49, 50, 51]. The amino acids at these positions are: LVCASRELERFAVNPGLLE. (2) Given the antigen sequence: RMLRDTPFISQDNKLQGDVEEAIERAVVHVADTMRSGPSNSESIPALTAVETGHTSQVTPSDTMQTRHVKNYHTRSESTVENFLGRSACVYMEEYKTTDNDTNKKFVAWPINTKQMVQMRRKLEMFTYLRFDMEVTFVITSRQDPGTTLAQDMPVLTHQIMYVPPGGPIPAKV, which amino acid positions are active epitope sites? The epitope positions are: [49, 50, 51, 52, 53, 54, 55, 56, 57, 58, 59, 60]. The amino acids at these positions are: VETGHTSQVTPS. (3) The epitope positions are: [84, 85, 86, 87, 88, 89, 90, 91, 92, 93, 94, 95, 96, 97, 98, 99, 100]. The amino acids at these positions are: AEYWNSQPEILERTRAE. Given the antigen sequence: MALQIPSLLLSAAVVVLMVLSSPRTEGGNSERHFVVQFKGECYYTNGTQRIRLVTRYIYNREEYVRYDSDVGEYRAVTELGRPDAEYWNSQPEILERTRAEVDTACRHNYEGPETSTSLRRLEQPNVAISLSRTEALNHHNTLVCSVTDFYPAKIKVRWFRNGQEETVGVSSTQLIRNGDWTFQVLVMLEMTPHQGEVYTCHVEHPSLKSPITVEWRAQSESARSKMLSGIGGCVLGVIFLGLGLFIRHRSQKGPRGPPPAGLLQ, which amino acid positions are active epitope sites? (4) Given the antigen sequence: MLNKTDVSMLYITIMGMASEGDGNKYWLDYANNNTLGVSSLANIMLDSPGAAKFFGDSLLAGNEKDFVTKIYSIALGNTSDVDGINYWTKAITGGGEFTDSKGNVISVASLSKGDLIGAMINSMVNGGSAESKAIFEAKAAASDYFADATLGKDISGLDEGTTSKLISEINSASDLDKVKSEIDGLKESIDEAGLNKIALTTENDTITGTEGGDLISGVVGSLASENTLNAGDVIDGGAGSDILKVDLKSNFTGLDSSGVIKGVEKISLLNSGLISRTFDAKGIKDVQTLALNSEKGIEVKNLANIADIELTNLQAANFNVDSIYADKVLDGSADVQNLKVNGVGAKGASVAITADKIENLSLNATGKDSFLKDITSKDVSVKGNANITLEVKAGVNSLDASASSGKVSADLKAADVKTVKGGSGDDKFVVGTKVANVNVDGGAGNDELVINSTTAAVLQPTVVNIEKVTVNNTAGTLTLSMTNASGVNEIDIKSDAGAT..., which amino acid positions are active epitope sites? The epitope positions are: [40, 41, 42, 43, 44, 45, 46, 47, 48, 49, 50, 51, 52, 53, 54, 55, 56, 57, 58, 59]. The amino acids at these positions are: LANIMLDSPGAAKFFGDSLL. (5) Given the antigen sequence: QFPRRREARAPGAERARGHRRRRRRRRRRGHSQGAADLPLAHGALGGPRRITMLPSLALLLLAAWTVRALEVPTDGNAGLLAEPQIAMFCGKLNMHMNVQNGKWESDPSGTKTCIGTKEGILQYCQEVYPELQITNVVEANQPVTIQNWCKRGRKQCKTHTHIVIPYRCLVGEFVSDALLVPDKCKFLHQERMDVCETHLHWHTVAKETCSEKSTNLHDYGMLLPCGIDKFRGVEFVCCPLAEESDSVDSADAEEDDSDVWWGGADTDYADGGEDKVVEVAEEEEVADVEEEEADDDEDVEDGDEVEEEAEEPYEEATERTTSTATTTTTTTESVEEVVREVCSEQAETGPCRAMISRWYFDVTEGKCVPFFYGGCGGNRNNFDTEEYCMAVCGSVFPTTAASTPDAVDKYLETPGDENEHAHFQKAKERLEAKHRERMSQVMREWEEAERQAKNLPKADKKAVIQHFQEKVESLEQEAANERQQLVETHMARVEAMLND..., which amino acid positions are active epitope sites? The epitope positions are: [686, 687, 688, 689, 690, 691]. The amino acids at these positions are: DAEFGH. (6) The epitope positions are: [4726, 4727, 4728, 4729, 4730, 4731, 4732, 4733]. The amino acids at these positions are: DVNLHSSR. Given the antigen sequence: MESLVLGVNEKTHVQLSLPVLQVRDVLVRGFGDSVEEALSEAREHLKNGTCGLVELEKGVLPQLEQPYVFIKRSDALSTNHGHKVVELVAEMDGIQYGRSGITLGVLVPHVGETPIAYRNVLLRKNGNKGAGGHSYGIDLKSYDLGDELGTDPIEDYEQNWNTKHGSGALRELTRELNGGAVTRYVDNNFCGPDGYPLDCIKDFLARAGKSMCTLSEQLDYIESKRGVYCCRDHEHEIAWFTERSDKSYEHQTPFEIKSAKKFDTFKGECPKFVFPLNSKVKVIQPRVEKKKTEGFMGRIRSVYPVASPQECNNMHLSTLMKCNHCDEVSWQTCDFLKATCEHCGTENLVIEGPTTCGYLPTNAVVKMPCPACQDPEIGPEHSVADYHNHSNIETRLRKGGRTRCFGGCVFAYVGCYNKRAYWVPRASADIGSGHTGITGDNVETLNEDLLEILSRERVNINIVGDFHLNEEVAIILASFSASTSAFIDTIKSLDYKSFK..., which amino acid positions are active epitope sites?